From a dataset of Reaction yield outcomes from USPTO patents with 853,638 reactions. Predict the reaction yield, written as a fraction of the theoretical maximum amount of product (1.0 means a 100% yield; for example, 0.34 means a 34% yield). (1) The reactants are CC(=[N:4][C@@H:5]([C:16]12[CH2:25][CH:20]3[CH2:21][CH:22]([CH2:24][C:18]([OH:26])([CH2:19]3)[CH2:17]1)[CH2:23]2)[C:6]([N:8]1[C@H:13]([C:14]#[N:15])[CH2:12][C@H:11]2[C@@H:9]1[CH2:10]2)=[O:7])C. The catalyst is O. The product is [CH2:12]1[C@@H:13]([C:14]#[N:15])[N:8]([C:6]([C@@H:5]([NH2:4])[C:16]23[CH2:17][C:18]4([OH:26])[CH2:24][CH:22]([CH2:21][CH:20]([CH2:19]4)[CH2:25]2)[CH2:23]3)=[O:7])[C@@H:9]2[C@H:11]1[CH2:10]2.[OH2:7]. The yield is 0.801. (2) The product is [Cl:16][C:5]1[CH:6]=[N:7][C:8]2[C:13]([C:4]=1[C:1]#[N:2])=[N:12][C:11]([O:14][CH3:15])=[CH:10][CH:9]=2. The catalyst is CN(C)C=O. The yield is 0.620. The reactants are [C-:1]#[N:2].Br[C:4]1[C:5]([Cl:16])=[CH:6][N:7]=[C:8]2[C:13]=1[N:12]=[C:11]([O:14][CH3:15])[CH:10]=[CH:9]2.[Cl-].[NH4+].